From a dataset of Full USPTO retrosynthesis dataset with 1.9M reactions from patents (1976-2016). Predict the reactants needed to synthesize the given product. Given the product [CH2:14]1[C:23]2[C:18](=[CH:19][CH:20]=[CH:21][CH:22]=2)[CH2:17][CH2:16][N:15]1[C:6](=[O:11])[C:7]([F:8])([F:9])[F:10], predict the reactants needed to synthesize it. The reactants are: [F:8][C:7]([F:10])([F:9])[C:6](O[C:6](=[O:11])[C:7]([F:10])([F:9])[F:8])=[O:11].[CH2:14]1[C:23]2[C:18](=[CH:19][CH:20]=[CH:21][CH:22]=2)[CH2:17][CH2:16][NH:15]1.